Dataset: NCI-60 drug combinations with 297,098 pairs across 59 cell lines. Task: Regression. Given two drug SMILES strings and cell line genomic features, predict the synergy score measuring deviation from expected non-interaction effect. Drug 1: CCC1=CC2CC(C3=C(CN(C2)C1)C4=CC=CC=C4N3)(C5=C(C=C6C(=C5)C78CCN9C7C(C=CC9)(C(C(C8N6C)(C(=O)OC)O)OC(=O)C)CC)OC)C(=O)OC.C(C(C(=O)O)O)(C(=O)O)O. Drug 2: CC1CCC2CC(C(=CC=CC=CC(CC(C(=O)C(C(C(=CC(C(=O)CC(OC(=O)C3CCCCN3C(=O)C(=O)C1(O2)O)C(C)CC4CCC(C(C4)OC)OCCO)C)C)O)OC)C)C)C)OC. Cell line: NCI-H226. Synergy scores: CSS=43.1, Synergy_ZIP=0.0624, Synergy_Bliss=1.72, Synergy_Loewe=3.33, Synergy_HSA=3.61.